Dataset: Human intestinal absorption (HIA) binary classification data from Hou et al.. Task: Regression/Classification. Given a drug SMILES string, predict its absorption, distribution, metabolism, or excretion properties. Task type varies by dataset: regression for continuous measurements (e.g., permeability, clearance, half-life) or binary classification for categorical outcomes (e.g., BBB penetration, CYP inhibition). Dataset: hia_hou. (1) The compound is CC1(C)O[C@H]2CO[C@]3(COS(N)(=O)=O)OC(C)(C)O[C@H]3[C@@H]2O1. The result is 1 (good absorption). (2) The molecule is CN(C)C(=O)O[C@@H]1N=C(c2ccccc2)c2cc(Cl)ccc2N(C)C1=O. The result is 1 (good absorption). (3) The compound is CN/C(=C\[N+](=O)[O-])NCCSCc1csc(CN(C)C)n1. The result is 1 (good absorption). (4) The molecule is CCN(CC)CCOC(=O)C1(C2CCCCC2)CCCCC1. The result is 1 (good absorption). (5) The compound is CC(=O)Nc1ccccc1. The result is 1 (good absorption). (6) The result is 1 (good absorption). The molecule is Cc1ccc(Cl)c(Nc2ccccc2C(=O)O)c1Cl. (7) The drug is CC(C)(C)NC[C@H](O)COc1cccc2c1CCCC2=O. The result is 1 (good absorption). (8) The drug is N[C@H](CCC(=O)O)c1ccc(Cl)cc1. The result is 1 (good absorption).